The task is: Predict which catalyst facilitates the given reaction.. This data is from Catalyst prediction with 721,799 reactions and 888 catalyst types from USPTO. (1) Reactant: C[O:2][C:3]([C:5]1[N:6]([CH2:31][CH:32]=O)[CH:7]=[C:8]([C:20](=[O:30])[NH:21][CH2:22][C:23]2[CH:28]=[CH:27][C:26]([F:29])=[CH:25][CH:24]=2)[C:9](=[O:19])[C:10]=1[O:11][CH2:12][C:13]1[CH:18]=[CH:17][CH:16]=[CH:15][CH:14]=1)=O.[NH:34]1[CH2:38][CH2:37][CH2:36][C@@H:35]1[CH2:39][NH2:40].C(O)(=O)C. Product: [F:29][C:26]1[CH:25]=[CH:24][C:23]([CH2:22][NH:21][C:20]([C:8]2[C:9](=[O:19])[C:10]([O:11][CH2:12][C:13]3[CH:14]=[CH:15][CH:16]=[CH:17][CH:18]=3)=[C:5]3[C:3](=[O:2])[N:40]4[CH2:39][C@H:35]5[CH2:36][CH2:37][CH2:38][N:34]5[C@@H:32]4[CH2:31][N:6]3[CH:7]=2)=[O:30])=[CH:28][CH:27]=1. The catalyst class is: 4. (2) Reactant: [Cl:1][C:2]1[CH:7]=[CH:6][C:5]([C:8]2[O:12][C:11]([C:13]([F:16])([F:15])[F:14])=[C:10]([C:17](Cl)=[O:18])[CH:9]=2)=[CH:4][CH:3]=1.[F:20][C:21]([F:34])([F:33])[C:22]1[CH:23]=[C:24]([NH2:32])[CH:25]=[C:26]([C:28]([F:31])([F:30])[F:29])[CH:27]=1.C(N(CC)C(C)C)(C)C.Cl.C([O-])(O)=O.[Na+]. Product: [Cl:1][C:2]1[CH:7]=[CH:6][C:5]([C:8]2[O:12][C:11]([C:13]([F:16])([F:15])[F:14])=[C:10]([C:17]([NH:32][C:24]3[CH:25]=[C:26]([C:28]([F:29])([F:30])[F:31])[CH:27]=[C:22]([C:21]([F:20])([F:33])[F:34])[CH:23]=3)=[O:18])[CH:9]=2)=[CH:4][CH:3]=1. The catalyst class is: 4.